This data is from Catalyst prediction with 721,799 reactions and 888 catalyst types from USPTO. The task is: Predict which catalyst facilitates the given reaction. (1) Reactant: [S:1]1(=[O:7])(=[O:6])[CH2:5][CH2:4][CH2:3][CH2:2]1.C([Li])CCC.[CH:13]([C:15]1[CH:20]=[CH:19][C:18]([CH:21]([CH3:27])[C:22]([O:24][CH2:25][CH3:26])=[O:23])=[CH:17][CH:16]=1)=[O:14]. Product: [O:6]=[S:1]1(=[O:7])[CH2:5][CH2:4][CH2:3][CH:2]1[CH:13]([OH:14])[C:15]1[CH:16]=[CH:17][C:18]([CH:21]([CH3:27])[C:22]([O:24][CH2:25][CH3:26])=[O:23])=[CH:19][CH:20]=1. The catalyst class is: 188. (2) Reactant: Cl[C:2]1[N:7]=[C:6]([C:8]2[CH:13]=[CH:12][N:11]=[C:10](Cl)[N:9]=2)[N:5]=[CH:4][N:3]=1.[F:15][C:16]1[CH:17]=[C:18]([CH:20]=[C:21]([N+:23]([O-:25])=[O:24])[CH:22]=1)[NH2:19].[CH3:26][O:27][CH2:28][C@@H:29]([NH2:31])[CH3:30]. Product: [F:15][C:16]1[CH:17]=[C:18]([NH:19][C:2]2[N:7]=[C:6]([C:8]3[CH:13]=[CH:12][N:11]=[C:10]([NH:31][C@@H:29]([CH3:30])[CH2:28][O:27][CH3:26])[N:9]=3)[N:5]=[CH:4][N:3]=2)[CH:20]=[C:21]([N+:23]([O-:25])=[O:24])[CH:22]=1. The catalyst class is: 7. (3) Product: [C:3]([O:7][C:8]([N:10]1[CH2:16][CH2:15][C:14]2[C:17]([S:22][CH2:23][C:32]#[N:33])=[C:18]([Cl:21])[CH:19]=[CH:20][C:13]=2[CH2:12][CH2:11]1)=[O:9])([CH3:4])([CH3:6])[CH3:5]. The catalyst class is: 191. Reactant: [OH-].[K+].[C:3]([O:7][C:8]([N:10]1[CH2:16][CH2:15][C:14]2[C:17]([S:22][C:23](=O)N(C)C)=[C:18]([Cl:21])[CH:19]=[CH:20][C:13]=2[CH2:12][CH2:11]1)=[O:9])([CH3:6])([CH3:5])[CH3:4].[H-].[Na+].BrC[C:32]#[N:33]. (4) Reactant: Br[C:2]1[CH:7]=[C:6]([F:8])[CH:5]=[CH:4][C:3]=1[O:9][CH3:10].C([Li])CCC.CSC.Cl[Si](C)(C)C.[O:24]=[C:25]([CH:27]=[C:28]([CH3:30])[CH3:29])[CH3:26]. Product: [F:8][C:6]1[CH:5]=[CH:4][C:3]([O:9][CH3:10])=[C:2]([C:28]([CH3:30])([CH3:29])[CH2:27][C:25](=[O:24])[CH3:26])[CH:7]=1. The catalyst class is: 1. (5) Product: [OH:10][CH2:9][C:8]1[CH:12]=[CH:13][C:5]([C:3]([O:2][CH3:1])=[O:4])=[C:6]([CH3:14])[CH:7]=1. Reactant: [CH3:1][O:2][C:3]([C:5]1[CH:13]=[CH:12][C:8]([C:9](O)=[O:10])=[CH:7][C:6]=1[CH3:14])=[O:4]. The catalyst class is: 1. (6) Reactant: [CH3:1][C:2](=[O:7])[CH2:3][C:4](=[O:6])[CH3:5].[Cl-].[Mg+2].[Cl-].C(N(CC)CC)C.[Br:18][C:19]1[CH:27]=[C:26]([F:28])C(C(Cl)=O)=[C:21]([F:29])[CH:20]=1. Product: [Br:18][C:19]1[CH:27]=[C:26]([F:28])[C:1]([C:2](=[O:7])/[CH:3]=[C:4](\[OH:6])/[CH3:5])=[C:21]([F:29])[CH:20]=1. The catalyst class is: 10.